This data is from Reaction yield outcomes from USPTO patents with 853,638 reactions. The task is: Predict the reaction yield, written as a fraction of the theoretical maximum amount of product (1.0 means a 100% yield; for example, 0.34 means a 34% yield). The reactants are [O:1]1[CH:5]=[CH:4][CH:3]=[C:2]1[C:6]1[CH:30]=[CH:29][C:9]2[C:10]3[CH:16]=[C:15]([S:17]([NH:20][C@H:21]([CH:26]([CH3:28])[CH3:27])[C:22]([O:24]C)=[O:23])(=[O:19])=[O:18])[CH:14]=[CH:13][C:11]=3[O:12][C:8]=2[CH:7]=1.[OH-].[Li+]. The catalyst is C1COCC1.CO.O. The product is [O:1]1[CH:5]=[CH:4][CH:3]=[C:2]1[C:6]1[CH:30]=[CH:29][C:9]2[C:10]3[CH:16]=[C:15]([S:17]([NH:20][C@H:21]([CH:26]([CH3:27])[CH3:28])[C:22]([OH:24])=[O:23])(=[O:18])=[O:19])[CH:14]=[CH:13][C:11]=3[O:12][C:8]=2[CH:7]=1. The yield is 0.580.